From a dataset of Full USPTO retrosynthesis dataset with 1.9M reactions from patents (1976-2016). Predict the reactants needed to synthesize the given product. (1) Given the product [CH2:25]([CH:26]1[O:1][C:2]2([CH2:11][CH2:10][C:9]3[C:4](=[CH:5][CH:6]=[C:7]([C@H:12]4[CH2:21][CH2:20][C@@:14]5([NH:18][C:17](=[O:19])[O:16][CH2:15]5)[CH2:13]4)[CH:8]=3)[CH2:3]2)[CH2:29][CH:28]([Cl:32])[CH2:27]1)[CH2:24][CH2:23][CH3:22], predict the reactants needed to synthesize it. The reactants are: [O:1]=[C:2]1[CH2:11][CH2:10][C:9]2[CH:8]=[C:7]([C@H:12]3[CH2:21][CH2:20][C@@:14]4([NH:18][C:17](=[O:19])[O:16][CH2:15]4)[CH2:13]3)[CH:6]=[CH:5][C:4]=2[CH2:3]1.[CH2:22]=[CH:23][CH2:24][CH:25](O)[CH2:26][CH2:27][CH2:28][CH3:29].[Sn](Cl)(Cl)(Cl)[Cl:32]. (2) Given the product [Cl:21][C:22]1[CH:29]=[CH:28][C:25]([CH2:26][NH:27][S:17]([C:15]2[CH:14]=[CH:13][C:11]3[N:12]=[C:8]([C:3]4[C:4]([CH3:7])=[N:5][NH:6][C:2]=4[NH2:1])[S:9][C:10]=3[CH:16]=2)(=[O:19])=[O:18])=[CH:24][CH:23]=1, predict the reactants needed to synthesize it. The reactants are: [NH2:1][C:2]1[NH:6][N:5]=[C:4]([CH3:7])[C:3]=1[C:8]1[S:9][C:10]2[CH:16]=[C:15]([S:17](Cl)(=[O:19])=[O:18])[CH:14]=[CH:13][C:11]=2[N:12]=1.[Cl:21][C:22]1[CH:29]=[CH:28][C:25]([CH2:26][NH2:27])=[CH:24][CH:23]=1.CN1CCOCC1. (3) Given the product [Br:1][C:2]1[CH:7]=[CH:6][C:5]([O:8][C:10]2[CH:15]=[CH:14][C:13]([C:16]([F:19])([F:18])[F:17])=[CH:12][N:11]=2)=[CH:4][CH:3]=1, predict the reactants needed to synthesize it. The reactants are: [Br:1][C:2]1[CH:7]=[CH:6][C:5]([OH:8])=[CH:4][CH:3]=1.Cl[C:10]1[CH:15]=[CH:14][C:13]([C:16]([F:19])([F:18])[F:17])=[CH:12][N:11]=1.C([O-])([O-])=O.[K+].[K+].O. (4) The reactants are: Cl.[NH2:2][C@H:3]([C:5]1[C:6](=[O:16])[NH:7][C:8]2[C:13]([CH:14]=1)=[CH:12][C:11]([Cl:15])=[CH:10][CH:9]=2)[CH3:4].Cl[C:18]1[N:23]=[C:22]([N:24]([CH:29]([CH3:31])[CH3:30])[S:25]([CH3:28])(=[O:27])=[O:26])[CH:21]=[CH:20][N:19]=1.CCN(C(C)C)C(C)C. Given the product [Cl:15][C:11]1[CH:12]=[C:13]2[C:8](=[CH:9][CH:10]=1)[NH:7][C:6](=[O:16])[C:5]([C@@H:3]([NH:2][C:18]1[N:23]=[C:22]([N:24]([CH:29]([CH3:31])[CH3:30])[S:25]([CH3:28])(=[O:26])=[O:27])[CH:21]=[CH:20][N:19]=1)[CH3:4])=[CH:14]2, predict the reactants needed to synthesize it. (5) Given the product [Cl:37][C:33]1[C:32]([CH3:38])=[CH:31][C:30]([O:29][CH2:28][CH2:27][CH2:26][C:7]2[C:6]3[C:10](=[C:2]([C:43]4[C:42]([CH3:55])=[N:41][N:40]([CH3:39])[C:44]=4[CH3:45])[CH:3]=[CH:4][CH:5]=3)[N:9]([CH2:11][C:12]3[CH:13]=[C:14]([CH:19]=[CH:20][CH:21]=3)[C:15]([OH:17])=[O:16])[C:8]=2[C:22]([F:25])([F:24])[F:23])=[CH:35][C:34]=1[CH3:36], predict the reactants needed to synthesize it. The reactants are: Br[C:2]1[CH:3]=[CH:4][CH:5]=[C:6]2[C:10]=1[N:9]([CH2:11][C:12]1[CH:13]=[C:14]([CH:19]=[CH:20][CH:21]=1)[C:15]([O:17]C)=[O:16])[C:8]([C:22]([F:25])([F:24])[F:23])=[C:7]2[CH2:26][CH2:27][CH2:28][O:29][C:30]1[CH:35]=[C:34]([CH3:36])[C:33]([Cl:37])=[C:32]([CH3:38])[CH:31]=1.[CH3:39][N:40]1[C:44]([CH3:45])=[C:43](B2OC(C)(C)C(C)(C)O2)[C:42]([CH3:55])=[N:41]1. (6) The reactants are: Cl.[CH:2]1[C:11]2[C:6](=[CH:7][CH:8]=[CH:9][CH:10]=2)[CH:5]=[CH:4][C:3]=1[CH2:12][N:13]1[C:21]2[C:20](=[O:22])[NH:19][C:18]([NH2:23])=[N:17][C:16]=2[N:15]=[CH:14]1.[C:24]1([C:32]2[CH:37]=[CH:36][CH:35]=[CH:34][CH:33]=2)[CH:29]=[CH:28][C:27]([CH2:30]Cl)=[CH:26][CH:25]=1. Given the product [NH2:23][C:18]1[N:17]([CH2:30][C:27]2[CH:28]=[CH:29][C:24]([C:32]3[CH:33]=[CH:34][CH:35]=[CH:36][CH:37]=3)=[CH:25][CH:26]=2)[C:16]2[N:15]=[CH:14][N:13]([CH2:12][C:3]3[CH:4]=[CH:5][C:6]4[C:11](=[CH:10][CH:9]=[CH:8][CH:7]=4)[CH:2]=3)[C:21]=2[C:20](=[O:22])[N:19]=1, predict the reactants needed to synthesize it. (7) Given the product [N:1]1[CH:6]=[CH:5][CH:4]=[C:3]([C:7]2[N:16]=[CH:15][C:14]3[C:9](=[C:10]([C:17]([O:19][CH3:20])=[O:18])[CH:11]=[CH:12][CH:13]=3)[N:8]=2)[CH:2]=1, predict the reactants needed to synthesize it. The reactants are: [N:1]1[CH:6]=[CH:5][CH:4]=[C:3]([CH:7]2[NH:16][CH2:15][C:14]3[C:9](=[C:10]([C:17]([O:19][CH3:20])=[O:18])[CH:11]=[CH:12][CH:13]=3)[NH:8]2)[CH:2]=1.C(C1C(=O)C(Cl)=C(Cl)C(=O)C=1C#N)#N.